This data is from Peptide-MHC class I binding affinity with 185,985 pairs from IEDB/IMGT. The task is: Regression. Given a peptide amino acid sequence and an MHC pseudo amino acid sequence, predict their binding affinity value. This is MHC class I binding data. (1) The peptide sequence is THYPTQNRF. The MHC is HLA-B58:01 with pseudo-sequence HLA-B58:01. The binding affinity (normalized) is 0.0847. (2) The MHC is HLA-A02:06 with pseudo-sequence HLA-A02:06. The binding affinity (normalized) is 0.0847. The peptide sequence is ATFEAVLAK. (3) The peptide sequence is GYGRVNAGK. The MHC is HLA-A03:01 with pseudo-sequence HLA-A03:01. The binding affinity (normalized) is 0.0847. (4) The binding affinity (normalized) is 1.00. The peptide sequence is SDYLELTTI. The MHC is Mamu-B01 with pseudo-sequence Mamu-B01. (5) The peptide sequence is VHAVYDSML. The MHC is HLA-A02:01 with pseudo-sequence HLA-A02:01. The binding affinity (normalized) is 0.213. (6) The peptide sequence is QQNQESKIMK. The MHC is HLA-A03:01 with pseudo-sequence HLA-A03:01. The binding affinity (normalized) is 0.247.